Dataset: Experimentally validated miRNA-target interactions with 360,000+ pairs, plus equal number of negative samples. Task: Binary Classification. Given a miRNA mature sequence and a target amino acid sequence, predict their likelihood of interaction. (1) The miRNA is mmu-miR-744-5p with sequence UGCGGGGCUAGGGCUAACAGCA. The protein sequence of the target gene is MMGEAAVAAGPCPLREDSFTRFSSQSNVYGLAGGAGGRGELLAATLKGKVLGFRYQDLRQKIRPVAKELQFNYIPVDAEIVSIDTFNKSPPKRGLVVGITFIKDSGDKGSPFLNIYCDYEPGSEYNLDSIAQSCLNLELQFTPFQLCHAEVQVGDQLETVFLLSGNDPAIHLYKENEGLHQFEEQPVENLFPELTNLTSSVLWLDVHNFPGTSRRLSALGCQSGYVRVAHVDQRSREVLQMWSVLQDGPISRVIVFSLSAAKETKDRPLQDEYSVLVASMLEPAVVYRDLLNRGLEDQLL.... Result: 0 (no interaction). (2) The miRNA is hsa-miR-8068 with sequence UGUUUGUUGUAAGGAUCGUUGU. The protein sequence of the target gene is MKFTVVAAALLLLCAVRAEEEDKKEDVGTVVGIDLGTTYSCVGVFKNGRVEIIANDQGNRITPSYVAFTPEGERLIGDAAKNQLTSNPENTVFDAKRLIGRTWNDPSVQQDIKFLPFKVVEKKTKPYIQVDIGGGQTKTFAPEEISAMVLTKMKETAEAYLGKKVTHAVVTVPAYFNDAQRQATKDAGTIAGLNVMRIINEPTAAAIAYGLDKREGEKNILVFDLGGGTFDVSLLTIDNGVFEVVATNGDTHLGGEDFDQRVMEHFIKLYKKKTGKDVRKDNRAVQKLRREVEKAKRALS.... Result: 0 (no interaction). (3) The miRNA is hsa-miR-149-3p with sequence AGGGAGGGACGGGGGCUGUGC. The protein sequence of the target gene is MAMSQESLTFKDVFVDFTLEEWQQLDSAQKNLYRDVMLENYSHLVSVGHLVGKPDVIFRLGPGDESWMADGGTPVRTCAGEDRPEVWEVDEQIDHYKESQDKFLWQAAFIGKETLKDESGQECKICRKIIYLNTDFVSVKQRLPKYYSWERCSKHHLNFLGQNRSYVRKKDDGCKAYWKVCLHYNLHKAQPAERFFDPNQRGKALHQKQALRKSQRSQTGEKLYKCTECGKVFIQKANLVVHQRTHTGEKPYECCECAKAFSQKSTLIAHQRTHTGEKPYECSECGKTFIQKSTLIKHQR.... Result: 1 (interaction).